Dataset: Full USPTO retrosynthesis dataset with 1.9M reactions from patents (1976-2016). Task: Predict the reactants needed to synthesize the given product. (1) Given the product [ClH:1].[ClH:1].[F:27][C:28]1[C:29]([C:35]([F:38])([F:37])[F:36])=[C:30]([C:9]2[O:13][C:12]([CH:14]=[C:15]3[CH2:20][CH2:19][CH2:18][N:17]=[C:16]3[C:21]3[CH:22]=[N:23][CH:24]=[CH:25][CH:26]=3)=[CH:11][CH:10]=2)[CH:31]=[CH:32][CH:33]=1, predict the reactants needed to synthesize it. The reactants are: [ClH:1].Cl.C1([C:9]2[O:13][C:12]([CH:14]=[C:15]3[CH2:20][CH2:19][CH2:18][N:17]=[C:16]3[C:21]3[CH:22]=[N:23][CH:24]=[CH:25][CH:26]=3)=[CH:11][CH:10]=2)C=CC=CC=1.[F:27][C:28]1[C:29]([C:35]([F:38])([F:37])[F:36])=[C:30](Br)[CH:31]=[CH:32][CH:33]=1.C([O-])([O-])=O.[Na+].[Na+].Cl. (2) Given the product [F:63][C:61]1[CH:60]=[CH:59][C:58]([C:64]([F:66])([F:65])[F:67])=[C:57]([CH:62]=1)[C:56]([N:53]1[CH2:54][CH2:55][N:50]([C:48](=[O:49])[CH2:47][NH:46][C:21]([C:18]2[CH:17]=[C:16]([C:12]3[CH:11]=[N:10][CH:15]=[CH:14][CH:13]=3)[NH:20][N:19]=2)=[O:23])[CH2:51][CH2:52]1)=[O:68], predict the reactants needed to synthesize it. The reactants are: CCN(C(C)C)C(C)C.[N:10]1[CH:15]=[CH:14][CH:13]=[C:12]([C:16]2[NH:20][N:19]=[C:18]([C:21]([OH:23])=O)[CH:17]=2)[CH:11]=1.C1C=CC2N(O)N=NC=2C=1.CCN=C=NCCCN(C)C.Cl.[NH2:46][CH2:47][C:48]([N:50]1[CH2:55][CH2:54][N:53]([C:56](=[O:68])[C:57]2[CH:62]=[C:61]([F:63])[CH:60]=[CH:59][C:58]=2[C:64]([F:67])([F:66])[F:65])[CH2:52][CH2:51]1)=[O:49].FC1C=CC(C(F)(F)F)=C(C=1)C(O)=O. (3) Given the product [O:10]1[C:3]2[CH:2]=[CH:7][C:6]([C:15]3[CH:16]=[C:23]([OH:26])[CH:18]=[C:19]([C:18]4[CH:17]=[CH:16][C:15]5[O:10][CH2:11][CH2:12][O:13][C:14]=5[CH:19]=4)[CH:14]=3)=[CH:5][C:4]=2[O:9][CH2:12][CH2:11]1, predict the reactants needed to synthesize it. The reactants are: Br[C:2]1[CH:3]=[C:4]([OH:9])[CH:5]=[C:6](Br)[CH:7]=1.[O:10]1[C:15]2[CH:16]=[CH:17][C:18](B(O)O)=[CH:19][C:14]=2[O:13][CH2:12][CH2:11]1.[C:23](=[O:26])([O-])[O-].[Na+].[Na+]. (4) Given the product [CH:16]([C:14]1[N:15]=[C:8]2[C:7]([N:4]3[CH2:3][CH2:2][O:1][CH2:6][CH2:5]3)=[CH:12][CH:11]=[N:10][N:9]2[C:13]=1[C:27]1[CH:28]=[CH:29][C:24]([C:23]([O:22][C:18]([CH3:19])([CH3:20])[CH3:21])=[O:31])=[CH:25][CH:26]=1)=[O:17], predict the reactants needed to synthesize it. The reactants are: [O:1]1[CH2:6][CH2:5][N:4]([C:7]2[C:8]3[N:9]([CH:13]=[C:14]([CH:16]=[O:17])[N:15]=3)[N:10]=[CH:11][CH:12]=2)[CH2:3][CH2:2]1.[C:18]([O:22][C:23](=[O:31])[C:24]1[CH:29]=[CH:28][C:27](Br)=[CH:26][CH:25]=1)([CH3:21])([CH3:20])[CH3:19].C1(P(C2C=CC=CC=2)C2C=CC=CC=2)C=CC=CC=1.C([O-])(=O)C.[K+]. (5) Given the product [C:1]([O:5][C:6](=[O:32])[N:7]([CH2:9][C:10]1[CH:14]=[C:13]([C:15]2[CH:20]=[CH:19][CH:18]=[CH:17][C:16]=2[CH2:21][OH:22])[N:12]([S:23]([C:26]2[CH:27]=[N:28][CH:29]=[CH:30][CH:31]=2)(=[O:25])=[O:24])[CH:11]=1)[CH3:8])([CH3:4])([CH3:2])[CH3:3], predict the reactants needed to synthesize it. The reactants are: [C:1]([O:5][C:6](=[O:32])[N:7]([CH2:9][C:10]1[CH:14]=[C:13]([C:15]2[CH:20]=[CH:19][CH:18]=[CH:17][C:16]=2[CH:21]=[O:22])[N:12]([S:23]([C:26]2[CH:27]=[N:28][CH:29]=[CH:30][CH:31]=2)(=[O:25])=[O:24])[CH:11]=1)[CH3:8])([CH3:4])([CH3:3])[CH3:2].[BH4-].[Na+].CO.O.